From a dataset of Reaction yield outcomes from USPTO patents with 853,638 reactions. Predict the reaction yield, written as a fraction of the theoretical maximum amount of product (1.0 means a 100% yield; for example, 0.34 means a 34% yield). (1) The reactants are [CH:1]([Si:4]([CH:22]([CH3:24])[CH3:23])([CH:19]([CH3:21])[CH3:20])[O:5][C:6]1[CH:15]=[CH:14][C:13]2[C:8](=[CH:9][CH:10]=[CH:11][CH:12]=2)[C:7]=1[CH2:16][CH2:17][OH:18])([CH3:3])[CH3:2].[C:25]([O:29][C:30](=[O:50])[CH2:31][C@H:32]([NH:39][S:40]([C:43]1[CH:48]=[CH:47][CH:46]=[CH:45][C:44]=1O)(=[O:42])=[O:41])[C:33]([N:35]([O:37][CH3:38])[CH3:36])=[O:34])([CH3:28])([CH3:27])[CH3:26].CCOC(/N=N/C(OCC)=O)=O.C1(P(C2C=CC=CC=2)C2C=CC=CC=2)C=CC=CC=1. The catalyst is C1COCC1. The yield is 0.690. The product is [C:25]([O:29][C:30](=[O:50])[CH2:31][CH:32]([NH:39][S:40]([C:43]1[CH:44]=[CH:45][CH:46]=[CH:47][C:48]=1[O:18][CH2:17][CH2:16][C:7]1[C:8]2[C:13](=[CH:12][CH:11]=[CH:10][CH:9]=2)[CH:14]=[CH:15][C:6]=1[O:5][Si:4]([CH:1]([CH3:3])[CH3:2])([CH:19]([CH3:21])[CH3:20])[CH:22]([CH3:24])[CH3:23])(=[O:42])=[O:41])[C:33]([N:35]([O:37][CH3:38])[CH3:36])=[O:34])([CH3:28])([CH3:26])[CH3:27]. (2) The reactants are [Br:1][C:2]1[N:6]2[CH:7]=[C:8]([C:11]3[CH:19]=[CH:18][C:14]([C:15]([OH:17])=O)=[CH:13][CH:12]=3)[N:9]=[CH:10][C:5]2=[N:4][CH:3]=1.C[N:21]1[CH2:26][CH2:25][O:24][CH2:23][CH2:22]1.CN(C(ON1N=NC2C=CC=NC1=2)=[N+](C)C)C.F[P-](F)(F)(F)(F)F.N1CCOCC1. The catalyst is CN(C=O)C.O. The product is [Br:1][C:2]1[N:6]2[CH:7]=[C:8]([C:11]3[CH:12]=[CH:13][C:14]([C:15]([N:21]4[CH2:26][CH2:25][O:24][CH2:23][CH2:22]4)=[O:17])=[CH:18][CH:19]=3)[N:9]=[CH:10][C:5]2=[N:4][CH:3]=1. The yield is 0.660. (3) The reactants are [CH2:1]([N:3]1[C:7]([C:8]2[O:9][CH:10]=[CH:11][CH:12]=2)=[N:6][N:5]=[C:4]1[S:13][CH2:14][C:15]1[N:19]=[C:18]([C:20]2[CH:21]=[C:22]([CH:25]=[CH:26][C:27]=2F)[C:23]#[N:24])[O:17][N:16]=1)[CH3:2].[H-].[Na+].CN(C=[O:35])C. No catalyst specified. The product is [CH2:1]([N:3]1[C:7]([C:8]2[O:9][CH:10]=[CH:11][CH:12]=2)=[N:6][N:5]=[C:4]1[S:13][CH2:14][C:15]1[N:19]=[C:18]([C:20]2[CH:21]=[C:22]([CH:25]=[CH:26][C:27]=2[OH:35])[C:23]#[N:24])[O:17][N:16]=1)[CH3:2]. The yield is 0.410. (4) The reactants are N12CCCN=C1CCCCC2.[CH2:12]([O:15][C:16](=[O:26])[CH2:17][C:18]1[CH:23]=[C:22]([Br:24])[CH:21]=[CH:20][C:19]=1[F:25])[CH:13]=[CH2:14].C(NC1C=CC(S([N:40]=[N+:41]=[N-])(=O)=O)=CC=1)(=O)C. The catalyst is C1COCC1. The product is [CH2:12]([O:15][C:16](=[O:26])[C:17]([C:18]1[CH:23]=[C:22]([Br:24])[CH:21]=[CH:20][C:19]=1[F:25])=[N+:40]=[N-:41])[CH:13]=[CH2:14]. The yield is 0.920. (5) The reactants are [F:1][C:2]1[CH:7]=[CH:6][C:5]([NH:8][C:9](=[O:11])[CH3:10])=[CH:4][C:3]=1[CH3:12].[N+:13]([O-])([OH:15])=[O:14]. The catalyst is O. The product is [F:1][C:2]1[C:3]([CH3:12])=[CH:4][C:5]([NH:8][C:9](=[O:11])[CH3:10])=[C:6]([N+:13]([O-:15])=[O:14])[CH:7]=1. The yield is 0.640. (6) The reactants are [Cl:1][C:2]1[N:7]=[CH:6][C:5]([C:8](=O)[CH2:9][CH2:10][C:11]([O:13]C)=O)=[CH:4][CH:3]=1.[BH3-]C#[N:18].[Na+]. The catalyst is CO. The product is [Cl:1][C:2]1[N:7]=[CH:6][C:5]([CH:8]2[NH:18][C:11](=[O:13])[CH2:10][CH2:9]2)=[CH:4][CH:3]=1. The yield is 0.519.